This data is from Catalyst prediction with 721,799 reactions and 888 catalyst types from USPTO. The task is: Predict which catalyst facilitates the given reaction. (1) Reactant: [F:1][C:2]1[CH:3]=[CH:4][C:5]2[N:9]=[CH:8][N:7]([C:10]3[N:18]=[C:17]4[C:13]([NH:14][C:15](=[O:26])[N:16]4[C@H:19]4[CH2:24][CH2:23][C@H:22]([OH:25])[CH2:21][CH2:20]4)=[CH:12][N:11]=3)[C:6]=2[CH:27]=1.[CH3:28][C:29]([O:32][C:33](O[C:33]([O:32][C:29]([CH3:31])([CH3:30])[CH3:28])=[O:34])=[O:34])([CH3:31])[CH3:30].[CH2:43](N(CC)CC)C.[H-].[Na+]. Product: [F:1][C:2]1[CH:3]=[CH:4][C:5]2[N:9]=[CH:8][N:7]([C:10]3[N:18]=[C:17]4[C:13]([N:14]([C:33]([O:32][C:29]([CH3:31])([CH3:30])[CH3:28])=[O:34])[C:15](=[O:26])[N:16]4[C@H:19]4[CH2:20][CH2:21][C@H:22]([O:25][CH3:43])[CH2:23][CH2:24]4)=[CH:12][N:11]=3)[C:6]=2[CH:27]=1. The catalyst class is: 2. (2) Reactant: Cl[C:2]1[C:11]([CH:12]2[CH2:16][CH2:15][CH2:14][N:13]2[C:17]([O:19][C:20]([CH3:23])([CH3:22])[CH3:21])=[O:18])=[CH:10][C:9]2[C:4](=[CH:5][C:6]([F:24])=[CH:7][CH:8]=2)[N:3]=1.C([Sn](CCCC)(CCCC)[C:30]1[CH:35]=[CH:34][CH:33]=[CH:32][N:31]=1)CCC. Product: [F:24][C:6]1[CH:5]=[C:4]2[C:9]([CH:10]=[C:11]([CH:12]3[CH2:16][CH2:15][CH2:14][N:13]3[C:17]([O:19][C:20]([CH3:23])([CH3:22])[CH3:21])=[O:18])[C:2]([C:30]3[CH:35]=[CH:34][CH:33]=[CH:32][N:31]=3)=[N:3]2)=[CH:8][CH:7]=1. The catalyst class is: 77. (3) Reactant: [CH2:1]([C:9]1[NH:10][C:11]2[C:16]([CH:17]=1)=[CH:15][CH:14]=[CH:13][CH:12]=2)[CH2:2][CH2:3][CH2:4][CH2:5][CH2:6][CH2:7][CH3:8].[OH-].[K+].[CH3:20][CH:21]1[CH2:26][C:25](=[O:27])[O:24][C:23](=[O:28])[CH2:22]1.[Cl-].[NH4+]. Product: [CH3:20][CH:21]([CH2:26][C:25]([N:10]1[C:11]2[C:16](=[CH:15][CH:14]=[CH:13][CH:12]=2)[CH:17]=[C:9]1[CH2:1][CH2:2][CH2:3][CH2:4][CH2:5][CH2:6][CH2:7][CH3:8])=[O:27])[CH2:22][C:23]([OH:28])=[O:24]. The catalyst class is: 148. (4) Reactant: Br[C:2]1[CH:3]=[C:4]([CH2:8][N:9]2[C:17]3[C:12](=[CH:13][CH:14]=[CH:15][CH:16]=3)[C:11]([C:18]3[CH:23]=[CH:22][C:21]([C:24]([CH3:27])([CH3:26])[CH3:25])=[CH:20][CH:19]=3)=[C:10]2[C:28]([O:30]CC)=[O:29])[CH:5]=[CH:6][CH:7]=1.C([O-])([O-])=O.[Na+].[Na+].[CH3:39][S:40][C:41]1[CH:46]=[CH:45][C:44](B(O)O)=[CH:43][CH:42]=1. Product: [CH3:27][C:24]([C:21]1[CH:20]=[CH:19][C:18]([C:11]2[C:12]3[C:17](=[CH:16][CH:15]=[CH:14][CH:13]=3)[N:9]([CH2:8][C:4]3[CH:3]=[C:2]([C:44]4[CH:45]=[CH:46][C:41]([S:40][CH3:39])=[CH:42][CH:43]=4)[CH:7]=[CH:6][CH:5]=3)[C:10]=2[C:28]([OH:30])=[O:29])=[CH:23][CH:22]=1)([CH3:25])[CH3:26]. The catalyst class is: 104. (5) Product: [F:24][C:25]1[CH:32]=[CH:31][C:28]([CH2:29][NH:30][C:2]2[CH:3]=[CH:4][C:5]([N+:14]([O-:16])=[O:15])=[C:6]([N:8]3[CH2:13][CH2:12][O:11][CH2:10][CH2:9]3)[N:7]=2)=[CH:27][CH:26]=1. The catalyst class is: 23. Reactant: Cl[C:2]1[N:7]=[C:6]([N:8]2[CH2:13][CH2:12][O:11][CH2:10][CH2:9]2)[C:5]([N+:14]([O-:16])=[O:15])=[CH:4][CH:3]=1.C(N(CC)CC)C.[F:24][C:25]1[CH:32]=[CH:31][C:28]([CH2:29][NH2:30])=[CH:27][CH:26]=1.Cl. (6) Reactant: [Cl:1][C:2]1[CH:3]=[C:4]([C:9]([NH:11][C:12]2[CH:16]=[C:15]([CH3:17])[N:14]([CH2:18][C:19]3[CH:24]=[C:23]([Cl:25])[CH:22]=[CH:21][C:20]=3[O:26][CH2:27][CH:28]([CH3:30])[CH3:29])[N:13]=2)=[O:10])[CH:5]=[N:6][C:7]=1Cl.C(O)(=[O:33])C.C(O)C. Product: [Cl:1][C:2]1[C:7](=[O:33])[NH:6][CH:5]=[C:4]([C:9]([NH:11][C:12]2[CH:16]=[C:15]([CH3:17])[N:14]([CH2:18][C:19]3[CH:24]=[C:23]([Cl:25])[CH:22]=[CH:21][C:20]=3[O:26][CH2:27][CH:28]([CH3:30])[CH3:29])[N:13]=2)=[O:10])[CH:3]=1. The catalyst class is: 435.